The task is: Binary Classification. Given a drug SMILES string, predict its activity (active/inactive) in a high-throughput screening assay against a specified biological target.. This data is from In vitro SARS-CoV-2 activity screen of 1,480 approved drugs from Prestwick library. (1) The molecule is CC(Cc1ccccc1)NCCC(c1ccccc1)c1ccccc1.CC(O)C(=O)O. The result is 0 (inactive). (2) The compound is Cl.Fc1ccc([C@@H]2CCNC[C@H]2COc2ccc3c(c2)OCO3)cc1. The result is 0 (inactive). (3) The molecule is CCC(=O)O[C@H]1CC[C@H]2[C@@H]3CCC4=CC(=O)CC[C@]4(C)[C@H]3CC[C@]12C. The result is 0 (inactive).